Dataset: Catalyst prediction with 721,799 reactions and 888 catalyst types from USPTO. Task: Predict which catalyst facilitates the given reaction. Reactant: CC[O-].[Na+].[CH:5]([NH:8][C:9](=[O:30])[NH:10][C:11]1[NH:12][C@@H:13]([C:22]2[CH:27]=[CH:26][CH:25]=[C:24]([O:28][CH3:29])[CH:23]=2)[CH2:14][CH2:15][C:16]=1[C:17](OCC)=[O:18])([CH3:7])[CH3:6]. Product: [CH:5]([N:8]1[C:17](=[O:18])[C:16]2[CH2:15][CH2:14][C@H:13]([C:22]3[CH:27]=[CH:26][CH:25]=[C:24]([O:28][CH3:29])[CH:23]=3)[NH:12][C:11]=2[NH:10][C:9]1=[O:30])([CH3:7])[CH3:6]. The catalyst class is: 14.